From a dataset of NCI-60 drug combinations with 297,098 pairs across 59 cell lines. Regression. Given two drug SMILES strings and cell line genomic features, predict the synergy score measuring deviation from expected non-interaction effect. (1) Drug 1: CCCS(=O)(=O)NC1=C(C(=C(C=C1)F)C(=O)C2=CNC3=C2C=C(C=N3)C4=CC=C(C=C4)Cl)F. Drug 2: C1CCC(C1)C(CC#N)N2C=C(C=N2)C3=C4C=CNC4=NC=N3. Cell line: HCC-2998. Synergy scores: CSS=-8.21, Synergy_ZIP=8.76, Synergy_Bliss=4.48, Synergy_Loewe=-5.69, Synergy_HSA=-9.15. (2) Cell line: UO-31. Drug 2: CCC(=C(C1=CC=CC=C1)C2=CC=C(C=C2)OCCN(C)C)C3=CC=CC=C3.C(C(=O)O)C(CC(=O)O)(C(=O)O)O. Drug 1: C1C(C(OC1N2C=NC3=C(N=C(N=C32)Cl)N)CO)O. Synergy scores: CSS=27.2, Synergy_ZIP=-1.58, Synergy_Bliss=-0.933, Synergy_Loewe=-31.5, Synergy_HSA=-0.819. (3) Drug 1: CC1=C2C(C(=O)C3(C(CC4C(C3C(C(C2(C)C)(CC1OC(=O)C(C(C5=CC=CC=C5)NC(=O)C6=CC=CC=C6)O)O)OC(=O)C7=CC=CC=C7)(CO4)OC(=O)C)O)C)OC(=O)C. Drug 2: CN(CCCl)CCCl.Cl. Cell line: RXF 393. Synergy scores: CSS=6.79, Synergy_ZIP=-2.16, Synergy_Bliss=7.32, Synergy_Loewe=-19.7, Synergy_HSA=-3.32. (4) Drug 2: CC1=C(C(=CC=C1)Cl)NC(=O)C2=CN=C(S2)NC3=CC(=NC(=N3)C)N4CCN(CC4)CCO. Cell line: U251. Drug 1: COC1=C(C=C2C(=C1)N=CN=C2NC3=CC(=C(C=C3)F)Cl)OCCCN4CCOCC4. Synergy scores: CSS=14.1, Synergy_ZIP=-6.06, Synergy_Bliss=-3.45, Synergy_Loewe=-1.01, Synergy_HSA=-1.04. (5) Drug 1: C1=C(C(=O)NC(=O)N1)F. Drug 2: CC1=C(C=C(C=C1)C(=O)NC2=CC(=CC(=C2)C(F)(F)F)N3C=C(N=C3)C)NC4=NC=CC(=N4)C5=CN=CC=C5. Cell line: PC-3. Synergy scores: CSS=39.2, Synergy_ZIP=3.04, Synergy_Bliss=0.776, Synergy_Loewe=3.58, Synergy_HSA=3.57.